From a dataset of NCI-60 drug combinations with 297,098 pairs across 59 cell lines. Regression. Given two drug SMILES strings and cell line genomic features, predict the synergy score measuring deviation from expected non-interaction effect. (1) Drug 1: CC1=C(C=C(C=C1)C(=O)NC2=CC(=CC(=C2)C(F)(F)F)N3C=C(N=C3)C)NC4=NC=CC(=N4)C5=CN=CC=C5. Drug 2: CC=C1C(=O)NC(C(=O)OC2CC(=O)NC(C(=O)NC(CSSCCC=C2)C(=O)N1)C(C)C)C(C)C. Cell line: HCT116. Synergy scores: CSS=51.7, Synergy_ZIP=2.28, Synergy_Bliss=-0.767, Synergy_Loewe=-31.2, Synergy_HSA=-8.55. (2) Drug 1: C1=CC(=C2C(=C1NCCNCCO)C(=O)C3=C(C=CC(=C3C2=O)O)O)NCCNCCO. Drug 2: CCC1(CC2CC(C3=C(CCN(C2)C1)C4=CC=CC=C4N3)(C5=C(C=C6C(=C5)C78CCN9C7C(C=CC9)(C(C(C8N6C=O)(C(=O)OC)O)OC(=O)C)CC)OC)C(=O)OC)O.OS(=O)(=O)O. Cell line: OVCAR3. Synergy scores: CSS=33.6, Synergy_ZIP=8.98, Synergy_Bliss=8.78, Synergy_Loewe=10.5, Synergy_HSA=11.0. (3) Drug 1: C1CCC(C1)C(CC#N)N2C=C(C=N2)C3=C4C=CNC4=NC=N3. Drug 2: CC1=C(C=C(C=C1)C(=O)NC2=CC(=CC(=C2)C(F)(F)F)N3C=C(N=C3)C)NC4=NC=CC(=N4)C5=CN=CC=C5. Cell line: SN12C. Synergy scores: CSS=5.82, Synergy_ZIP=-0.606, Synergy_Bliss=3.10, Synergy_Loewe=2.41, Synergy_HSA=2.68. (4) Drug 1: CC1=C(C=C(C=C1)NC(=O)C2=CC=C(C=C2)CN3CCN(CC3)C)NC4=NC=CC(=N4)C5=CN=CC=C5. Drug 2: CC1C(C(CC(O1)OC2CC(OC(C2O)C)OC3=CC4=CC5=C(C(=O)C(C(C5)C(C(=O)C(C(C)O)O)OC)OC6CC(C(C(O6)C)O)OC7CC(C(C(O7)C)O)OC8CC(C(C(O8)C)O)(C)O)C(=C4C(=C3C)O)O)O)O. Cell line: 786-0. Synergy scores: CSS=26.3, Synergy_ZIP=-1.12, Synergy_Bliss=0.238, Synergy_Loewe=-17.4, Synergy_HSA=0.252. (5) Drug 1: CC1C(C(=O)NC(C(=O)N2CCCC2C(=O)N(CC(=O)N(C(C(=O)O1)C(C)C)C)C)C(C)C)NC(=O)C3=C4C(=C(C=C3)C)OC5=C(C(=O)C(=C(C5=N4)C(=O)NC6C(OC(=O)C(N(C(=O)CN(C(=O)C7CCCN7C(=O)C(NC6=O)C(C)C)C)C)C(C)C)C)N)C. Drug 2: CS(=O)(=O)OCCCCOS(=O)(=O)C. Cell line: HS 578T. Synergy scores: CSS=12.9, Synergy_ZIP=-1.05, Synergy_Bliss=5.84, Synergy_Loewe=7.62, Synergy_HSA=6.84. (6) Drug 1: CCCS(=O)(=O)NC1=C(C(=C(C=C1)F)C(=O)C2=CNC3=C2C=C(C=N3)C4=CC=C(C=C4)Cl)F. Drug 2: CN(C(=O)NC(C=O)C(C(C(CO)O)O)O)N=O. Cell line: SK-OV-3. Synergy scores: CSS=-2.36, Synergy_ZIP=0.160, Synergy_Bliss=-5.59, Synergy_Loewe=-6.33, Synergy_HSA=-6.21. (7) Drug 2: CC1C(C(CC(O1)OC2CC(OC(C2O)C)OC3=CC4=CC5=C(C(=O)C(C(C5)C(C(=O)C(C(C)O)O)OC)OC6CC(C(C(O6)C)O)OC7CC(C(C(O7)C)O)OC8CC(C(C(O8)C)O)(C)O)C(=C4C(=C3C)O)O)O)O. Drug 1: CN(C)N=NC1=C(NC=N1)C(=O)N. Cell line: SF-295. Synergy scores: CSS=-6.46, Synergy_ZIP=-2.35, Synergy_Bliss=-14.4, Synergy_Loewe=-13.5, Synergy_HSA=-13.9.